The task is: Regression. Given two drug SMILES strings and cell line genomic features, predict the synergy score measuring deviation from expected non-interaction effect.. This data is from NCI-60 drug combinations with 297,098 pairs across 59 cell lines. (1) Drug 1: COC1=CC(=CC(=C1O)OC)C2C3C(COC3=O)C(C4=CC5=C(C=C24)OCO5)OC6C(C(C7C(O6)COC(O7)C8=CC=CS8)O)O. Drug 2: CC1=C2C(C(=O)C3(C(CC4C(C3C(C(C2(C)C)(CC1OC(=O)C(C(C5=CC=CC=C5)NC(=O)OC(C)(C)C)O)O)OC(=O)C6=CC=CC=C6)(CO4)OC(=O)C)O)C)O. Cell line: BT-549. Synergy scores: CSS=45.8, Synergy_ZIP=-1.72, Synergy_Bliss=-2.30, Synergy_Loewe=-3.32, Synergy_HSA=2.24. (2) Drug 1: CC1=C(C=C(C=C1)NC(=O)C2=CC=C(C=C2)CN3CCN(CC3)C)NC4=NC=CC(=N4)C5=CN=CC=C5. Drug 2: CC1C(C(CC(O1)OC2CC(CC3=C2C(=C4C(=C3O)C(=O)C5=CC=CC=C5C4=O)O)(C(=O)C)O)N)O. Cell line: HCT116. Synergy scores: CSS=40.0, Synergy_ZIP=1.79, Synergy_Bliss=3.20, Synergy_Loewe=-28.7, Synergy_HSA=1.88. (3) Drug 1: CC1=CC2C(CCC3(C2CCC3(C(=O)C)OC(=O)C)C)C4(C1=CC(=O)CC4)C. Drug 2: CN(CC1=CN=C2C(=N1)C(=NC(=N2)N)N)C3=CC=C(C=C3)C(=O)NC(CCC(=O)O)C(=O)O. Cell line: SN12C. Synergy scores: CSS=16.1, Synergy_ZIP=-4.97, Synergy_Bliss=1.33, Synergy_Loewe=1.31, Synergy_HSA=1.36. (4) Drug 1: C1=CC(=CC=C1CCCC(=O)O)N(CCCl)CCCl. Drug 2: C1=CC=C(C=C1)NC(=O)CCCCCCC(=O)NO. Cell line: SK-MEL-2. Synergy scores: CSS=19.1, Synergy_ZIP=-12.2, Synergy_Bliss=-6.76, Synergy_Loewe=-21.5, Synergy_HSA=-5.67.